Dataset: Catalyst prediction with 721,799 reactions and 888 catalyst types from USPTO. Task: Predict which catalyst facilitates the given reaction. (1) Reactant: [CH3:1][C:2]1[N:7]=[C:6]([C:8]([O:10]C)=[O:9])[C:5]([N:12]2[N:16]=[CH:15][CH:14]=[N:13]2)=[CH:4][CH:3]=1.[Li+].[OH-]. Product: [CH3:1][C:2]1[N:7]=[C:6]([C:8]([OH:10])=[O:9])[C:5]([N:12]2[N:16]=[CH:15][CH:14]=[N:13]2)=[CH:4][CH:3]=1. The catalyst class is: 20. (2) Reactant: Cl[C:2]1[CH:7]=[C:6]([NH:8][CH:9]2[CH2:11][CH2:10]2)[N:5]2[N:12]=[CH:13][C:14](/[CH:15]=[C:16]3/[C:17](=[O:22])[NH:18][C:19](=[O:21])[NH:20]/3)=[C:4]2[N:3]=1.[NH2:23][C:24]1[CH:25]=[C:26]([NH:30][C:31](=[O:33])[CH3:32])[CH:27]=[CH:28][CH:29]=1.C([O-])([O-])=O.[Cs+].[Cs+].O. Product: [CH:9]1([NH:8][C:6]2[N:5]3[N:12]=[CH:13][C:14](/[CH:15]=[C:16]4\[NH:20][C:19](=[O:21])[NH:18][C:17]\4=[O:22])=[C:4]3[N:3]=[C:2]([NH:23][C:24]3[CH:25]=[C:26]([NH:30][C:31](=[O:33])[CH3:32])[CH:27]=[CH:28][CH:29]=3)[CH:7]=2)[CH2:11][CH2:10]1. The catalyst class is: 160. (3) Product: [Cl:1][C:2]1[CH:7]=[C:6]([S:26]([C:22]2[CH:23]=[CH:24][CH:25]=[C:20]([N+:17]([O-:19])=[O:18])[CH:21]=2)(=[O:27])=[O:28])[CH:5]=[CH:4][C:3]=1[CH2:8][CH2:9][NH:10][C:11](=[O:16])[C:12]([F:14])([F:15])[F:13]. The catalyst class is: 26. Reactant: [Cl:1][C:2]1[CH:7]=[CH:6][CH:5]=[CH:4][C:3]=1[CH2:8][CH2:9][NH:10][C:11](=[O:16])[C:12]([F:15])([F:14])[F:13].[N+:17]([C:20]1[CH:21]=[C:22]([S:26](Cl)(=[O:28])=[O:27])[CH:23]=[CH:24][CH:25]=1)([O-:19])=[O:18].Cl[Al](Cl)Cl. (4) Reactant: C(OC([N:8]1[CH2:13][CH2:12][C:11]([CH2:44][O:45][C:46]2[CH:51]=[CH:50][C:49]([N:52]3[CH2:56][C@H:55]([CH2:57][NH:58][C:59](=[O:61])[CH3:60])[O:54][C:53]3=[O:62])=[CH:48][C:47]=2[F:63])([O:14][C:15](=[O:43])[CH:16]([NH:32][C:33]([O:35][CH2:36][C:37]2[CH:42]=[CH:41][CH:40]=[CH:39][CH:38]=2)=[O:34])[CH2:17][CH2:18][CH2:19][CH2:20][NH:21][C:22]([O:24][CH2:25][C:26]2[CH:31]=[CH:30][CH:29]=[CH:28][CH:27]=2)=[O:23])[CH2:10][CH2:9]1)=O)(C)(C)C.[ClH:64]. Product: [ClH:64].[C:59]([NH:58][CH2:57][C@@H:55]1[O:54][C:53](=[O:62])[N:52]([C:49]2[CH:50]=[CH:51][C:46]([O:45][CH2:44][C:11]3([O:14][C:15](=[O:43])[CH:16]([NH:32][C:33]([O:35][CH2:36][C:37]4[CH:42]=[CH:41][CH:40]=[CH:39][CH:38]=4)=[O:34])[CH2:17][CH2:18][CH2:19][CH2:20][NH:21][C:22]([O:24][CH2:25][C:26]4[CH:27]=[CH:28][CH:29]=[CH:30][CH:31]=4)=[O:23])[CH2:10][CH2:9][NH:8][CH2:13][CH2:12]3)=[C:47]([F:63])[CH:48]=2)[CH2:56]1)(=[O:61])[CH3:60]. The catalyst class is: 5. (5) Reactant: [Cl:1][C:2]1[CH:3]=[C:4]([C:12]2[O:16][N:15]=[C:14]([C:17]3[CH:25]=[CH:24][C:23]([CH2:26][CH2:27][C:28]([O:30]CC)=[O:29])=[C:22]4[C:18]=3[CH:19]=[CH:20][NH:21]4)[N:13]=2)[CH:5]=[N:6][C:7]=1[O:8][CH:9]([CH3:11])[CH3:10].[OH-].[Na+].Cl. Product: [Cl:1][C:2]1[CH:3]=[C:4]([C:12]2[O:16][N:15]=[C:14]([C:17]3[CH:25]=[CH:24][C:23]([CH2:26][CH2:27][C:28]([OH:30])=[O:29])=[C:22]4[C:18]=3[CH:19]=[CH:20][NH:21]4)[N:13]=2)[CH:5]=[N:6][C:7]=1[O:8][CH:9]([CH3:10])[CH3:11]. The catalyst class is: 353. (6) Reactant: [N:1]1[CH:6]=[CH:5][C:4]([CH2:7]C#N)=[CH:3][CH:2]=1.C(OC([N:19]([CH3:21])[CH3:20])N(C)C)(C)(C)C.C[NH:23][CH3:24].[C:25](O)(C)(C)C. Product: [CH3:21][N:19]([CH:7]=[C:4]1[CH:3]=[CH:2][N:1]=[C:6]([CH2:25][C:24]#[N:23])[CH2:5]1)[CH3:20]. The catalyst class is: 96. (7) Reactant: C[O:2][C:3](=[O:21])[CH2:4][CH2:5][CH2:6][S:7][C:8]1[O:9][C:10]([C:13]2[CH:18]=[CH:17][C:16]([Cl:19])=[CH:15][C:14]=2[Cl:20])=[N:11][N:12]=1.[OH-].[Na+]. Product: [Cl:20][C:14]1[CH:15]=[C:16]([Cl:19])[CH:17]=[CH:18][C:13]=1[C:10]1[O:9][C:8]([S:7][CH2:6][CH2:5][CH2:4][C:3]([OH:21])=[O:2])=[N:12][N:11]=1. The catalyst class is: 7. (8) Reactant: [C:1]([O:5][C:6]([N:8]([C@H:16]1[CH2:24][CH2:23][CH2:22][C@H:21]([O:25][CH2:26][C:27]([CH3:29])=[CH2:28])[C@@H:20]([OH:30])[C@H:19]([CH3:31])[O:18][C:17]1=[O:32])[C:9](=[O:15])[O:10][C:11]([CH3:14])([CH3:13])[CH3:12])=[O:7])([CH3:4])([CH3:3])[CH3:2]. Product: [C:11]([O:10][C:9]([N:8]([C@H:16]1[CH2:24][CH2:23][CH2:22][C@H:21]([O:25][CH2:26][CH:27]([CH3:28])[CH3:29])[C@@H:20]([OH:30])[C@H:19]([CH3:31])[O:18][C:17]1=[O:32])[C:6](=[O:7])[O:5][C:1]([CH3:4])([CH3:3])[CH3:2])=[O:15])([CH3:12])([CH3:13])[CH3:14]. The catalyst class is: 99. (9) Reactant: [C:1]([O:5][C:6]([N:8]([CH2:21][CH:22]1[CH2:27][CH2:26][N:25]([C:28]2[CH:29]=[C:30]([CH:35]=[C:36]([Cl:38])[N:37]=2)[C:31]([O:33]C)=[O:32])[CH2:24][CH:23]1[C:39]1[CH:44]=[CH:43][CH:42]=[CH:41][CH:40]=1)[C@@H:9]([C:11]1[C:20]2[C:15](=[CH:16][CH:17]=[CH:18][CH:19]=2)[CH:14]=[CH:13][CH:12]=1)[CH3:10])=[O:7])([CH3:4])([CH3:3])[CH3:2].[OH-].[Na+].Cl. Product: [C:1]([O:5][C:6]([N:8]([CH2:21][CH:22]1[CH2:27][CH2:26][N:25]([C:28]2[CH:29]=[C:30]([CH:35]=[C:36]([Cl:38])[N:37]=2)[C:31]([OH:33])=[O:32])[CH2:24][CH:23]1[C:39]1[CH:40]=[CH:41][CH:42]=[CH:43][CH:44]=1)[C@@H:9]([C:11]1[C:20]2[C:15](=[CH:16][CH:17]=[CH:18][CH:19]=2)[CH:14]=[CH:13][CH:12]=1)[CH3:10])=[O:7])([CH3:2])([CH3:3])[CH3:4]. The catalyst class is: 36.